Predict the reactants needed to synthesize the given product. From a dataset of Full USPTO retrosynthesis dataset with 1.9M reactions from patents (1976-2016). (1) Given the product [CH2:17]([CH:21]1[CH2:22][CH:23]2[N:28]([CH2:2][C@@H:3]([CH3:16])[CH2:4][N:5]3[C:10]4[CH:11]=[CH:12][CH:13]=[CH:14][C:9]=4[S:8][CH2:7][C:6]3=[O:15])[CH:26]([CH2:25][CH2:24]2)[CH2:27]1)[CH2:18][CH2:19][CH3:20], predict the reactants needed to synthesize it. The reactants are: I[CH2:2][C@@H:3]([CH3:16])[CH2:4][N:5]1[C:10]2[CH:11]=[CH:12][CH:13]=[CH:14][C:9]=2[S:8][CH2:7][C:6]1=[O:15].[CH2:17]([CH:21]1[CH2:27][CH:26]2[NH:28][CH:23]([CH2:24][CH2:25]2)[CH2:22]1)[CH2:18][CH2:19][CH3:20]. (2) Given the product [N:59]([C@:9]12[C:8](=[O:11])[O:7][C@H:6]([CH3:12])[C@H:5]1[C@@H:4](/[CH:13]=[CH:14]/[C:15]1[N:20]=[CH:19][C:18]([C:21]3[CH:28]=[CH:27][CH:26]=[CH:25][C:22]=3[C:23]#[N:24])=[CH:17][CH:16]=1)[C@H:3]([CH3:29])[C:2]([F:1])([F:30])[CH2:10]2)=[N+:60]=[N-:61], predict the reactants needed to synthesize it. The reactants are: [F:1][C:2]1([F:30])[CH2:10][C@@H:9]2[C@@H:5]([C@@H:6]([CH3:12])[O:7][C:8]2=[O:11])[C@@H:4](/[CH:13]=[CH:14]/[C:15]2[N:20]=[CH:19][C:18]([C:21]3[CH:28]=[CH:27][CH:26]=[CH:25][C:22]=3[C:23]#[N:24])=[CH:17][CH:16]=2)[C@@H:3]1[CH3:29].C[Si]([N-][Si](C)(C)C)(C)C.[K+].C(C1C=C(C(C)C)C=C(C(C)C)C=1S([N:59]=[N+:60]=[N-:61])(=O)=O)(C)C.C(=O)=O.C([O-])(O)=O.[Na+]. (3) Given the product [O:30]=[S:2]1(=[O:1])[CH2:7][CH2:6][N:5]([C:8]([C:10]2[N:11]([C:37]3[CH:36]=[CH:35][CH:34]=[C:33]([C:32]([F:43])([F:42])[F:31])[CH:38]=3)[C:12]3[C:17]([CH:18]=2)=[CH:16][C:15]([C:19]([N:21]2[CH2:22][CH2:23][N:24]([CH:27]([CH3:28])[CH3:29])[CH2:25][CH2:26]2)=[O:20])=[CH:14][CH:13]=3)=[O:9])[CH2:4][CH2:3]1, predict the reactants needed to synthesize it. The reactants are: [O:1]=[S:2]1(=[O:30])[CH2:7][CH2:6][N:5]([C:8]([C:10]2[NH:11][C:12]3[C:17]([CH:18]=2)=[CH:16][C:15]([C:19]([N:21]2[CH2:26][CH2:25][N:24]([CH:27]([CH3:29])[CH3:28])[CH2:23][CH2:22]2)=[O:20])=[CH:14][CH:13]=3)=[O:9])[CH2:4][CH2:3]1.[F:31][C:32]([F:43])([F:42])[C:33]1[CH:34]=[C:35](B(O)O)[CH:36]=[CH:37][CH:38]=1.N1C=CC=CC=1. (4) Given the product [Cl:1][C:2]1[N:7]=[C:6]([NH:11][CH3:10])[C:5]([Cl:9])=[CH:4][N:3]=1, predict the reactants needed to synthesize it. The reactants are: [Cl:1][C:2]1[N:7]=[C:6](Cl)[C:5]([Cl:9])=[CH:4][N:3]=1.[CH3:10][NH2:11]. (5) Given the product [C:24]([O:23][C:21](=[O:22])[NH:20][C@H:13]1[C:14]([OH:19])([CH3:18])[C@@H:15]([CH3:17])[CH2:16][NH:11][CH2:12]1)([CH3:27])([CH3:25])[CH3:26], predict the reactants needed to synthesize it. The reactants are: C(OC([N:11]1[CH2:16][C@H:15]([CH3:17])[C@:14]([OH:19])([CH3:18])[C@H:13]([NH:20][C:21]([O:23][C:24]([CH3:27])([CH3:26])[CH3:25])=[O:22])[CH2:12]1)=O)C1C=CC=CC=1.